Predict the reactants needed to synthesize the given product. From a dataset of Full USPTO retrosynthesis dataset with 1.9M reactions from patents (1976-2016). (1) Given the product [CH:5]([O:8][C:9]1[CH:14]=[CH:13][C:12]([N+:15]([O-:17])=[O:16])=[C:11]([CH2:18][C:20]([OH:22])=[O:21])[CH:10]=1)([CH3:7])[CH3:6], predict the reactants needed to synthesize it. The reactants are: CC[O-].[Na+].[CH:5]([O:8][C:9]1[CH:14]=[CH:13][C:12]([N+:15]([O-:17])=[O:16])=[C:11]([CH3:18])[CH:10]=1)([CH3:7])[CH3:6].C(OCC)(=O)[C:20]([O:22]CC)=[O:21].[OH-].[Na+]. (2) Given the product [CH3:26][O:25][C:4]1[CH:3]=[C:2]([N:29]([CH3:30])[CH3:28])[CH:7]=[CH:6][C:5]=1[C:8]1[O:9][C:10]([C:13]2[C:14]([C:19]3[CH:24]=[CH:23][CH:22]=[CH:21][CH:20]=3)=[N:15][O:16][C:17]=2[CH3:18])=[N:11][N:12]=1, predict the reactants needed to synthesize it. The reactants are: F[C:2]1[CH:7]=[CH:6][C:5]([C:8]2[O:9][C:10]([C:13]3[C:14]([C:19]4[CH:24]=[CH:23][CH:22]=[CH:21][CH:20]=4)=[N:15][O:16][C:17]=3[CH3:18])=[N:11][N:12]=2)=[C:4]([O:25][CH3:26])[CH:3]=1.Cl.[CH3:28][NH:29][CH3:30].C(N(CC)C(C)C)(C)C. (3) Given the product [F:11][C:12]1[CH:20]=[CH:19][C:18]([C:21]([F:22])([F:23])[F:24])=[CH:17][C:13]=1[C:14]([NH:10][C:2]1[S:1][C:9]2[CH:8]=[CH:7][N:6]=[CH:5][C:4]=2[N:3]=1)=[O:15], predict the reactants needed to synthesize it. The reactants are: [S:1]1[C:9]2[CH:8]=[CH:7][N:6]=[CH:5][C:4]=2[N:3]=[C:2]1[NH2:10].[F:11][C:12]1[CH:20]=[CH:19][C:18]([C:21]([F:24])([F:23])[F:22])=[CH:17][C:13]=1[C:14](O)=[O:15].C(N(CC)CC)C.CCCP1(OP(CCC)(=O)OP(CCC)(=O)O1)=O. (4) Given the product [Br:17][C:18]1[CH:23]=[CH:22][C:21]2[N:24]=[C:15]([C:4]3[CH:3]=[C:2]([CH3:1])[N:6]([CH2:7][C:8]4[CH:13]=[CH:12][C:11]([CH3:14])=[CH:10][CH:9]=4)[N:5]=3)[NH:25][C:20]=2[CH:19]=1, predict the reactants needed to synthesize it. The reactants are: [CH3:1][C:2]1[N:6]([CH2:7][C:8]2[CH:13]=[CH:12][C:11]([CH3:14])=[CH:10][CH:9]=2)[N:5]=[C:4]([CH:15]=O)[CH:3]=1.[Br:17][C:18]1[CH:23]=[CH:22][C:21]([NH2:24])=[C:20]([NH2:25])[CH:19]=1.S(=O)(O)[O-].[Na+]. (5) Given the product [CH3:30][O:29][C:25]1[CH:24]=[C:23]([CH:28]=[CH:27][CH:26]=1)[CH2:22][O:21][C:18]1[CH:19]=[CH:20][C:15]([CH:11]2[O:12][CH2:13][CH2:14][N:9]([CH2:8][CH2:7][C:6]([OH:32])=[O:5])[CH2:10]2)=[C:16]([CH3:31])[CH:17]=1, predict the reactants needed to synthesize it. The reactants are: C([O:5][C:6](=[O:32])[CH2:7][CH2:8][N:9]1[CH2:14][CH2:13][O:12][CH:11]([C:15]2[CH:20]=[CH:19][C:18]([O:21][CH2:22][C:23]3[CH:28]=[CH:27][CH:26]=[C:25]([O:29][CH3:30])[CH:24]=3)=[CH:17][C:16]=2[CH3:31])[CH2:10]1)(C)(C)C.O1CCOCC1. (6) Given the product [S:1]1[CH:5]=[CH:4][C:3]([C:6]2[CH:7]=[CH:8][C:9]([CH2:12][C:13]([NH:20][C@@H:19]([C:21]3[CH:26]=[CH:25][C:24]([O:27][CH3:28])=[CH:23][N:22]=3)[C:18]([F:29])([F:17])[F:30])=[O:15])=[CH:10][CH:11]=2)=[CH:2]1, predict the reactants needed to synthesize it. The reactants are: [S:1]1[CH:5]=[CH:4][C:3]([C:6]2[CH:11]=[CH:10][C:9]([CH2:12][C:13]([OH:15])=O)=[CH:8][CH:7]=2)=[CH:2]1.Cl.[F:17][C:18]([F:30])([F:29])[CH:19]([C:21]1[CH:26]=[CH:25][C:24]([O:27][CH3:28])=[CH:23][N:22]=1)[NH2:20].C(N(CC)CC)C.C1C=NC2N(O)N=NC=2C=1.C(Cl)CCl.